From a dataset of Reaction yield outcomes from USPTO patents with 853,638 reactions. Predict the reaction yield, written as a fraction of the theoretical maximum amount of product (1.0 means a 100% yield; for example, 0.34 means a 34% yield). (1) The reactants are [C:1]([O:7][CH2:8][N:9]1[C:13]2[N:14]=[CH:15][N:16]=[C:17]([C:18]3[CH:19]=[N:20][N:21](/[C:23](/[CH:28]4[CH2:32][CH2:31][CH2:30][CH2:29]4)=[CH:24]\[C:25]([NH2:27])=[O:26])[CH:22]=3)[C:12]=2[CH:11]=[CH:10]1)(=[O:6])[C:2]([CH3:5])([CH3:4])[CH3:3].O1CCCC1.[H][H]. The catalyst is [Pd]. The product is [C:1]([O:7][CH2:8][N:9]1[C:13]2[N:14]=[CH:15][N:16]=[C:17]([C:18]3[CH:19]=[N:20][N:21]([CH:23]([CH:28]4[CH2:32][CH2:31][CH2:30][CH2:29]4)[CH2:24][C:25]([NH2:27])=[O:26])[CH:22]=3)[C:12]=2[CH:11]=[CH:10]1)(=[O:6])[C:2]([CH3:4])([CH3:5])[CH3:3]. The yield is 0.990. (2) The yield is 0.850. The reactants are OC1([C:17]2[CH:22]=[CH:21][CH:20]=[CH:19][C:18]=2[O:23][CH2:24][O:25][CH3:26])C2C(=CC=CC=2)C(=O)C2C=CC=CC1=2.[CH3:27][C:28]1[C:41]2[C:40](=[O:42])[C:39]3[C:34](=[C:35]([CH3:44])[CH:36]=[CH:37][C:38]=3[CH3:43])[C:33](=[O:45])[C:32]=2[C:31]([CH3:46])=[CH:30][CH:29]=1. No catalyst specified. The product is [OH:45][C:33]1([C:17]2[CH:22]=[CH:21][CH:20]=[CH:19][C:18]=2[O:23][CH2:24][O:25][CH3:26])[C:32]2[C:41](=[C:28]([CH3:27])[CH:29]=[CH:30][C:31]=2[CH3:46])[C:40](=[O:42])[C:39]2[C:38]([CH3:43])=[CH:37][CH:36]=[C:35]([CH3:44])[C:34]1=2. (3) The reactants are C([O:3][CH:4](OCC)[C:5]1[N:10]=[C:9]([CH2:11][C:12]2[S:13][CH:14]=[CH:15][N:16]=2)[C:8]([F:17])=[C:7]([NH:18]C(C2C=CC=CC=2)(C2C=CC=CC=2)C2C=CC=CC=2)[CH:6]=1)C.OS(O)(=O)=O.CC#N. The catalyst is O. The product is [NH2:18][C:7]1[C:8]([F:17])=[C:9]([CH2:11][C:12]2[S:13][CH:14]=[CH:15][N:16]=2)[N:10]=[C:5]([CH:4]=[O:3])[CH:6]=1. The yield is 0.710. (4) The reactants are Cl.[NH2:2][CH2:3][C:4]([NH2:6])=[O:5].C([O-])([O-])=O.[Na+].[Na+].[O:13]=[CH:14][CH2:15][CH2:16][C:17](OCC)=O. The catalyst is O. The product is [CH2:16]1[CH:17]2[NH:6][C:4]([CH2:3][N:2]2[C:14](=[O:13])[CH2:15]1)=[O:5]. The yield is 0.555. (5) The reactants are [Br:1][C:2]1[CH:15]=[CH:14][C:5]([CH2:6][S:7]([CH2:10][C:11](O)=O)(=[O:9])=[O:8])=[CH:4][CH:3]=1.[Cl:16][C:17]1[CH:24]=[CH:23][C:20](C=O)=[CH:19][CH:18]=1. No catalyst specified. The product is [Br:1][C:2]1[CH:15]=[CH:14][C:5]([CH2:6][S:7](/[CH:10]=[CH:11]/[C:20]2[CH:23]=[CH:24][C:17]([Cl:16])=[CH:18][CH:19]=2)(=[O:9])=[O:8])=[CH:4][CH:3]=1. The yield is 0.880. (6) The reactants are F[P-](F)(F)(F)(F)F.N1(OC(N(C)C)=[N+](C)C)[C:12]2[N:13]=[CH:14][CH:15]=[CH:16][C:11]=2[N:10]=N1.[C:25]([O:29][C:30]([NH:32][C:33]1([C:48](O)=[O:49])[CH2:38][CH2:37][N:36]([C:39]2[C:40]3[CH:47]=[CH:46][NH:45][C:41]=3[N:42]=[CH:43][N:44]=2)[CH2:35][CH2:34]1)=[O:31])([CH3:28])([CH3:27])[CH3:26].NC(C1C=C[C:58]([Cl:61])=[CH:57][CH:56]=1)C#N.C(N(C(C)C)C(C)C)C. The catalyst is CC(N(C)C)=O. The product is [Cl:61][C:58]1[CH:16]=[CH:15][C:14]([N:13]([CH2:12][C:11]#[N:10])[C:48]([C:33]2([NH:32][C:30](=[O:31])[O:29][C:25]([CH3:27])([CH3:28])[CH3:26])[CH2:34][CH2:35][N:36]([C:39]3[C:40]4[CH:47]=[CH:46][NH:45][C:41]=4[N:42]=[CH:43][N:44]=3)[CH2:37][CH2:38]2)=[O:49])=[CH:56][CH:57]=1. The yield is 0.673. (7) The reactants are C([O:8][C:9]1[CH:14]=[C:13]([O:15]CC2C=CC=CC=2)[C:12]([CH:23]([CH3:25])[CH3:24])=[CH:11][C:10]=1[C:26]1[N:27]([N:32]2[CH2:37][CH2:36][CH2:35][CH2:34][CH2:33]2)[C:28](=S)[NH:29][N:30]=1)C1C=CC=CC=1.C(Cl)Cl.B(Cl)(Cl)Cl.C(=O)([O-])[OH:46].[Na+]. The catalyst is CO. The product is [OH:8][C:9]1[CH:14]=[C:13]([OH:15])[C:12]([CH:23]([CH3:25])[CH3:24])=[CH:11][C:10]=1[C:26]1[N:27]([N:32]2[CH2:33][CH2:34][CH2:35][CH2:36][CH2:37]2)[C:28](=[O:46])[NH:29][N:30]=1. The yield is 0.166. (8) The reactants are [Br:1][C:2]1[N:7]=[C:6]2[N:8]([CH:12]([CH2:15][CH3:16])[CH2:13][CH3:14])[C:9]([OH:11])=[N:10][C:5]2=[N:4][CH:3]=1.C(N(CC)CC)C.[CH3:24][C:25]([O:28][C:29](O[C:29]([O:28][C:25]([CH3:27])([CH3:26])[CH3:24])=[O:30])=[O:30])([CH3:27])[CH3:26]. The catalyst is C(Cl)Cl. The product is [Br:1][C:2]1[N:7]=[C:6]2[N:8]([CH:12]([CH2:15][CH3:16])[CH2:13][CH3:14])[C:9](=[O:11])[N:10]([C:29]([O:28][C:25]([CH3:27])([CH3:26])[CH3:24])=[O:30])[C:5]2=[N:4][CH:3]=1. The yield is 0.250. (9) The reactants are [Br:1][C:2]1[CH:7]=[C:6]([N+:8]([O-])=O)[C:5]([F:11])=[CH:4][C:3]=1[CH3:12].O.O.Cl[Sn]Cl.C([O-])(O)=O.[Na+]. The catalyst is C(O)C. The product is [Br:1][C:2]1[C:3]([CH3:12])=[CH:4][C:5]([F:11])=[C:6]([CH:7]=1)[NH2:8]. The yield is 0.300.